This data is from NCI-60 drug combinations with 297,098 pairs across 59 cell lines. The task is: Regression. Given two drug SMILES strings and cell line genomic features, predict the synergy score measuring deviation from expected non-interaction effect. (1) Drug 1: CC12CCC(CC1=CCC3C2CCC4(C3CC=C4C5=CN=CC=C5)C)O. Drug 2: COCCOC1=C(C=C2C(=C1)C(=NC=N2)NC3=CC=CC(=C3)C#C)OCCOC.Cl. Cell line: DU-145. Synergy scores: CSS=15.4, Synergy_ZIP=-1.32, Synergy_Bliss=1.51, Synergy_Loewe=-3.21, Synergy_HSA=0.512. (2) Drug 1: C1C(C(OC1N2C=NC3=C(N=C(N=C32)Cl)N)CO)O. Drug 2: C1CC(C1)(C(=O)O)C(=O)O.[NH2-].[NH2-].[Pt+2]. Cell line: UO-31. Synergy scores: CSS=19.0, Synergy_ZIP=0.418, Synergy_Bliss=1.24, Synergy_Loewe=3.02, Synergy_HSA=2.85. (3) Drug 1: CN(C)N=NC1=C(NC=N1)C(=O)N. Drug 2: C1CNP(=O)(OC1)N(CCCl)CCCl. Cell line: SNB-19. Synergy scores: CSS=0.334, Synergy_ZIP=1.18, Synergy_Bliss=0.716, Synergy_Loewe=-0.888, Synergy_HSA=-1.19. (4) Drug 1: C1CCC(CC1)NC(=O)N(CCCl)N=O. Drug 2: CC=C1C(=O)NC(C(=O)OC2CC(=O)NC(C(=O)NC(CSSCCC=C2)C(=O)N1)C(C)C)C(C)C. Cell line: KM12. Synergy scores: CSS=72.0, Synergy_ZIP=-7.22, Synergy_Bliss=-6.71, Synergy_Loewe=-4.90, Synergy_HSA=-1.74. (5) Drug 1: C1CCC(CC1)NC(=O)N(CCCl)N=O. Drug 2: CC1=C2C(C(=O)C3(C(CC4C(C3C(C(C2(C)C)(CC1OC(=O)C(C(C5=CC=CC=C5)NC(=O)OC(C)(C)C)O)O)OC(=O)C6=CC=CC=C6)(CO4)OC(=O)C)O)C)O. Cell line: T-47D. Synergy scores: CSS=8.80, Synergy_ZIP=-7.45, Synergy_Bliss=-7.86, Synergy_Loewe=-22.1, Synergy_HSA=-7.38. (6) Drug 1: C1=CC(=CC=C1CCCC(=O)O)N(CCCl)CCCl. Drug 2: CCCCCOC(=O)NC1=NC(=O)N(C=C1F)C2C(C(C(O2)C)O)O. Cell line: HL-60(TB). Synergy scores: CSS=66.7, Synergy_ZIP=-0.934, Synergy_Bliss=-5.42, Synergy_Loewe=-30.0, Synergy_HSA=-5.50. (7) Drug 1: CC1=C(N=C(N=C1N)C(CC(=O)N)NCC(C(=O)N)N)C(=O)NC(C(C2=CN=CN2)OC3C(C(C(C(O3)CO)O)O)OC4C(C(C(C(O4)CO)O)OC(=O)N)O)C(=O)NC(C)C(C(C)C(=O)NC(C(C)O)C(=O)NCCC5=NC(=CS5)C6=NC(=CS6)C(=O)NCCC[S+](C)C)O. Drug 2: CC12CCC3C(C1CCC2O)C(CC4=C3C=CC(=C4)O)CCCCCCCCCS(=O)CCCC(C(F)(F)F)(F)F. Cell line: SK-MEL-2. Synergy scores: CSS=55.0, Synergy_ZIP=-2.97, Synergy_Bliss=-1.58, Synergy_Loewe=-29.5, Synergy_HSA=-1.25. (8) Drug 1: CC1CC2C3CCC4=CC(=O)C=CC4(C3(C(CC2(C1(C(=O)CO)O)C)O)F)C. Drug 2: CC1CCC2CC(C(=CC=CC=CC(CC(C(=O)C(C(C(=CC(C(=O)CC(OC(=O)C3CCCCN3C(=O)C(=O)C1(O2)O)C(C)CC4CCC(C(C4)OC)OP(=O)(C)C)C)C)O)OC)C)C)C)OC. Cell line: SK-OV-3. Synergy scores: CSS=24.3, Synergy_ZIP=8.29, Synergy_Bliss=9.81, Synergy_Loewe=10.4, Synergy_HSA=15.5. (9) Drug 1: C1=CC(=CC=C1C#N)C(C2=CC=C(C=C2)C#N)N3C=NC=N3. Drug 2: C1=CN(C(=O)N=C1N)C2C(C(C(O2)CO)O)O.Cl. Cell line: OVCAR3. Synergy scores: CSS=25.2, Synergy_ZIP=-8.11, Synergy_Bliss=-6.88, Synergy_Loewe=0.157, Synergy_HSA=0.774. (10) Drug 2: CCC1(CC2CC(C3=C(CCN(C2)C1)C4=CC=CC=C4N3)(C5=C(C=C6C(=C5)C78CCN9C7C(C=CC9)(C(C(C8N6C)(C(=O)OC)O)OC(=O)C)CC)OC)C(=O)OC)O.OS(=O)(=O)O. Drug 1: CC1C(C(CC(O1)OC2CC(OC(C2O)C)OC3=CC4=CC5=C(C(=O)C(C(C5)C(C(=O)C(C(C)O)O)OC)OC6CC(C(C(O6)C)O)OC7CC(C(C(O7)C)O)OC8CC(C(C(O8)C)O)(C)O)C(=C4C(=C3C)O)O)O)O. Cell line: IGROV1. Synergy scores: CSS=28.8, Synergy_ZIP=0.231, Synergy_Bliss=0.784, Synergy_Loewe=-0.0884, Synergy_HSA=0.393.